From a dataset of Forward reaction prediction with 1.9M reactions from USPTO patents (1976-2016). Predict the product of the given reaction. (1) Given the reactants Cl[C:2]1[N:3]=[C:4]([N:18]2[CH2:23][CH2:22][O:21][CH2:20][CH2:19]2)[C:5]2[S:10][C:9]([C:11]3[CH:12]=[C:13]([NH2:17])[CH:14]=[CH:15][CH:16]=3)=[CH:8][C:6]=2[N:7]=1.[C:24]([OH:28])(=O)[CH2:25][OH:26].CC1(C)C(C)(C)OB([C:37]2[CH:45]=[CH:44][CH:43]=[C:42]3[C:38]=2[CH:39]=[N:40][NH:41]3)O1, predict the reaction product. The product is: [NH:41]1[C:42]2[C:38](=[C:37]([C:2]3[N:3]=[C:4]([N:18]4[CH2:23][CH2:22][O:21][CH2:20][CH2:19]4)[C:5]4[S:10][C:9]([C:11]5[CH:12]=[C:13]([NH:17][C:24](=[O:28])[CH2:25][OH:26])[CH:14]=[CH:15][CH:16]=5)=[CH:8][C:6]=4[N:7]=3)[CH:45]=[CH:44][CH:43]=2)[CH:39]=[N:40]1. (2) Given the reactants C(OC(=O)[NH:7][CH:8]([CH2:28][C:29]1[CH:34]=[CH:33][C:32]([Cl:35])=[CH:31][CH:30]=1)[C:9]([N:11]1[CH2:16][CH2:15][N:14]([C:17]2[C:18]3[S:25][C:24]([S:26][CH3:27])=[CH:23][C:19]=3[N:20]=[CH:21][N:22]=2)[CH2:13][CH2:12]1)=[O:10])(C)(C)C.[ClH:37], predict the reaction product. The product is: [ClH:35].[ClH:37].[NH2:7][CH:8]([CH2:28][C:29]1[CH:30]=[CH:31][C:32]([Cl:35])=[CH:33][CH:34]=1)[C:9]([N:11]1[CH2:12][CH2:13][N:14]([C:17]2[C:18]3[S:25][C:24]([S:26][CH3:27])=[CH:23][C:19]=3[N:20]=[CH:21][N:22]=2)[CH2:15][CH2:16]1)=[O:10]. (3) Given the reactants [ClH:1].[C:2]([C@@:4]1([CH:28]2[CH2:30][CH2:29]2)[CH2:8][CH2:7][N:6]([C:9]2[CH:14]=[CH:13][N:12]=[C:11]([NH:15][C:16]3[CH:17]=[N:18][N:19]([C:21]([CH3:26])([CH3:25])[C:22]([OH:24])=O)[CH:20]=3)[N:10]=2)[C:5]1=[O:27])#[N:3].C(N=C=NCCCN(C)C)C.O.ON1C2C=CC=CC=2N=N1.C(N(CC)C(C)C)(C)C.[NH:62]1[CH2:67][CH2:66][O:65][CH2:64][CH2:63]1, predict the reaction product. The product is: [ClH:1].[CH:28]1([C@:4]2([C:2]#[N:3])[CH2:8][CH2:7][N:6]([C:9]3[CH:14]=[CH:13][N:12]=[C:11]([NH:15][C:16]4[CH:17]=[N:18][N:19]([C:21]([CH3:25])([CH3:26])[C:22]([N:62]5[CH2:67][CH2:66][O:65][CH2:64][CH2:63]5)=[O:24])[CH:20]=4)[N:10]=3)[C:5]2=[O:27])[CH2:30][CH2:29]1.